From a dataset of Peptide-MHC class II binding affinity with 134,281 pairs from IEDB. Regression. Given a peptide amino acid sequence and an MHC pseudo amino acid sequence, predict their binding affinity value. This is MHC class II binding data. (1) The MHC is HLA-DPA10201-DPB10101 with pseudo-sequence HLA-DPA10201-DPB10101. The peptide sequence is FVNTLVASSGSYAAT. The binding affinity (normalized) is 0.280. (2) The peptide sequence is AWVDSGAQLGELYYA. The MHC is DRB1_0802 with pseudo-sequence DRB1_0802. The binding affinity (normalized) is 0.102.